This data is from Forward reaction prediction with 1.9M reactions from USPTO patents (1976-2016). The task is: Predict the product of the given reaction. (1) Given the reactants [CH2:1]([NH2:3])[CH3:2].[NH:4]1[C:12]2[C:7](=[CH:8][CH:9]=[CH:10][CH:11]=2)[C:6]([CH:13]=O)=[CH:5]1, predict the reaction product. The product is: [CH2:1]([NH:3][CH2:13][C:6]1[C:7]2[C:12](=[CH:11][CH:10]=[CH:9][CH:8]=2)[NH:4][CH:5]=1)[CH3:2]. (2) The product is: [F:1][C:2]1[CH:10]=[C:9]([F:11])[CH:8]=[CH:7][C:3]=1[C:4]([N:13]1[CH2:18][CH2:17][CH:16]([CH2:19][CH:20]([N:24]2[CH:28]=[C:27]([C:29]3[C:30]4[CH:37]=[CH:36][NH:35][C:31]=4[N:32]=[CH:33][N:34]=3)[CH:26]=[N:25]2)[CH2:21][C:22]#[N:23])[CH2:15][CH2:14]1)=[O:5]. Given the reactants [F:1][C:2]1[CH:10]=[C:9]([F:11])[CH:8]=[CH:7][C:3]=1[C:4](Cl)=[O:5].Cl.[NH:13]1[CH2:18][CH2:17][CH:16]([CH2:19][CH:20]([N:24]2[CH:28]=[C:27]([C:29]3[C:30]4[CH:37]=[CH:36][N:35](COCC[Si](C)(C)C)[C:31]=4[N:32]=[CH:33][N:34]=3)[CH:26]=[N:25]2)[CH2:21][C:22]#[N:23])[CH2:15][CH2:14]1.C(N(CC)CC)C.C(Cl)Cl.FC(F)(F)C(O)=O.C(N)CN, predict the reaction product.